Dataset: Forward reaction prediction with 1.9M reactions from USPTO patents (1976-2016). Task: Predict the product of the given reaction. (1) Given the reactants O.P([O-])([O-])([O-])=O.[K+].[K+].[K+].[CH3:10][C:11]1[CH:16]=[C:15](B(O)O)[CH:14]=[CH:13][N:12]=1.Br[C:21]1[CH:22]=[C:23]([CH:28]([CH3:45])[C:29]([NH:31][C:32]2[CH:37]=[CH:36][C:35]([C:38]3[CH:43]=[CH:42][N:41]=[C:40]([CH3:44])[CH:39]=3)=[CH:34][CH:33]=2)=[O:30])[CH:24]=[C:25]([CH3:27])[CH:26]=1, predict the reaction product. The product is: [CH3:27][C:25]1[CH:24]=[C:23]([CH:28]([CH3:45])[C:29]([NH:31][C:32]2[CH:37]=[CH:36][C:35]([C:38]3[CH:43]=[CH:42][N:41]=[C:40]([CH3:44])[CH:39]=3)=[CH:34][CH:33]=2)=[O:30])[CH:22]=[C:21]([C:15]2[CH:14]=[CH:13][N:12]=[C:11]([CH3:10])[CH:16]=2)[CH:26]=1. (2) Given the reactants [CH:1]1[C:13]2[CH2:12][C:11]3[C:6](=[CH:7][CH:8]=[CH:9][CH:10]=3)[C:5]=2[CH:4]=[CH:3][CH:2]=1.C[C:15]([CH3:18])([O-])[CH3:16].[K+].Br[CH2:21][CH2:22][CH2:23][CH2:24][CH2:25][CH2:26][CH2:27][CH2:28][CH2:29][CH2:30][CH2:31][CH2:32][CH2:33][CH3:34], predict the reaction product. The product is: [CH2:21]([C:12]1([CH2:9][CH2:8][CH2:7][CH2:6][CH2:5][CH2:4][CH2:3][CH2:2][CH2:1][CH2:13][CH2:12][CH2:16][CH2:15][CH3:18])[C:11]2[CH:10]=[CH:9][CH:8]=[CH:7][C:6]=2[C:5]2[C:13]1=[CH:1][CH:2]=[CH:3][CH:4]=2)[CH2:22][CH2:23][CH2:24][CH2:25][CH2:26][CH2:27][CH2:28][CH2:29][CH2:30][CH2:31][CH2:32][CH2:33][CH3:34]. (3) Given the reactants C([O:5][C:6](=[O:22])[C:7]1[CH:12]=[C:11]([NH:13][CH2:14][CH2:15][CH2:16][CH:17]=C)[N:10]=[C:9]([O:19][CH2:20]C)[CH:8]=1)(C)(C)C.F[C:24](F)(F)[C:25](O)=O, predict the reaction product. The product is: [CH2:24]([CH:14]([NH:13][C:11]1[CH:12]=[C:7]([CH:8]=[C:9]([O:19][CH3:20])[N:10]=1)[C:6]([OH:5])=[O:22])[CH2:15][CH:16]=[CH2:17])[CH3:25]. (4) Given the reactants [CH3:1][O:2][C:3]1[CH:8]=[CH:7][CH:6]=[C:5]([O:9][CH3:10])[C:4]=1[CH:11]1[N:15]([CH2:16][C:17]2[CH:22]=[CH:21][C:20]([O:23][C:24]([F:27])([F:26])[F:25])=[CH:19][CH:18]=2)[C:14](=[O:28])[CH:13]([OH:29])[CH2:12]1.[H-].[Na+].[CH3:32]I.O, predict the reaction product. The product is: [CH3:1][O:2][C:3]1[CH:8]=[CH:7][CH:6]=[C:5]([O:9][CH3:10])[C:4]=1[CH:11]1[N:15]([CH2:16][C:17]2[CH:22]=[CH:21][C:20]([O:23][C:24]([F:25])([F:26])[F:27])=[CH:19][CH:18]=2)[C:14](=[O:28])[CH:13]([O:29][CH3:32])[CH2:12]1. (5) Given the reactants Cl.[CH:2]1([NH:8][C:9]2[C:14]([CH3:15])=[C:13]([CH3:16])[N:12]=[C:11]([NH:17][CH2:18][C:19]3[CH:24]=[CH:23][CH:22]=[CH:21][N:20]=3)[N:10]=2)[CH2:7][CH2:6][CH2:5][CH2:4][CH2:3]1.[F:25][C:26]([F:36])([F:35])C1C=CC(CN)=NC=1, predict the reaction product. The product is: [CH:2]1([NH:8][C:9]2[C:14]([CH3:15])=[C:13]([CH3:16])[N:12]=[C:11]([NH:17][CH2:18][C:19]3[CH:24]=[CH:23][C:22]([C:26]([F:36])([F:35])[F:25])=[CH:21][N:20]=3)[N:10]=2)[CH2:3][CH2:4][CH2:5][CH2:6][CH2:7]1. (6) Given the reactants [NH2:1][C:2]1[C:7]([Cl:8])=[CH:6][C:5]([C:9](=[O:11])[CH3:10])=[CH:4][C:3]=1[Cl:12].C1(C)C=CC(S(O)(=O)=O)=CC=1.[NH+]1C=CC=CC=1.[CH2:30](O)[CH2:31][OH:32], predict the reaction product. The product is: [Cl:12][C:3]1[CH:4]=[C:5]([C:9]2([CH3:10])[O:32][CH2:31][CH2:30][O:11]2)[CH:6]=[C:7]([Cl:8])[C:2]=1[NH2:1]. (7) Given the reactants [CH2:1]([Cl:4])[CH2:2]Cl.C1C=[CH:7][C:8]2N(O)N=[N:11][C:9]=2[CH:10]=1.CCN(C(C)C)C(C)C.[Br:24][C:25]1[CH:26]=[N:27][C:28]([Cl:34])=[C:29]([CH:33]=1)[C:30]([OH:32])=O, predict the reaction product. The product is: [Br:24][C:25]1[CH:26]=[N:27][C:28]([Cl:34])=[C:29]([CH:33]=1)[C:30]([NH:11][C:9]1[CH:10]=[CH:2][C:1]([Cl:4])=[CH:7][CH:8]=1)=[O:32].